This data is from Forward reaction prediction with 1.9M reactions from USPTO patents (1976-2016). The task is: Predict the product of the given reaction. (1) Given the reactants Br[CH2:2][C:3]1[CH:4]=[C:5]([CH2:9][CH2:10][OH:11])[CH:6]=[CH:7][CH:8]=1.Cl.[CH3:13][C:14]1[S:18][C:17]([C:19]([N:21]2[CH2:29][C:25]3([CH2:28][NH:27][CH2:26]3)[O:24][CH2:23][CH2:22]2)=[O:20])=[CH:16][CH:15]=1.C(N(CC)CC)C, predict the reaction product. The product is: [OH:11][CH2:10][CH2:9][C:5]1[CH:4]=[C:3]([CH:8]=[CH:7][CH:6]=1)[CH2:2][N:27]1[CH2:26][C:25]2([CH2:29][N:21]([C:19]([C:17]3[S:18][C:14]([CH3:13])=[CH:15][CH:16]=3)=[O:20])[CH2:22][CH2:23][O:24]2)[CH2:28]1. (2) Given the reactants [NH:1]1[C:9]2[C:4](=[C:5]([C:10]3[N:11]=[C:12]([N:22]4[CH2:27][CH2:26][O:25][CH2:24][CH2:23]4)[C:13]4[S:18][C:17]([C:19]([OH:21])=O)=[CH:16][C:14]=4[N:15]=3)[CH:6]=[CH:7][CH:8]=2)[CH:3]=[N:2]1.Cl.[CH2:29]([CH2:31][NH2:32])[OH:30], predict the reaction product. The product is: [OH:30][CH2:29][CH2:31][NH:32][C:19]([C:17]1[S:18][C:13]2[C:12]([N:22]3[CH2:27][CH2:26][O:25][CH2:24][CH2:23]3)=[N:11][C:10]([C:5]3[CH:6]=[CH:7][CH:8]=[C:9]4[C:4]=3[CH:3]=[N:2][NH:1]4)=[N:15][C:14]=2[CH:16]=1)=[O:21]. (3) Given the reactants [OH:1][C:2]1[CH:3]=[C:4]([CH:8]=[C:9]([OH:11])[CH:10]=1)[C:5](O)=[O:6].Cl.C[N:14](C)CCCN=C=NCC.O.ON1C2C=CC=CC=2N=N1.CCN(CC)CC, predict the reaction product. The product is: [OH:1][C:2]1[CH:3]=[C:4]([CH:8]=[C:9]([OH:11])[CH:10]=1)[C:5]([NH2:14])=[O:6].